Dataset: Forward reaction prediction with 1.9M reactions from USPTO patents (1976-2016). Task: Predict the product of the given reaction. (1) Given the reactants [H-].[Na+].[CH3:3][C:4]1([CH3:16])[C:8]([CH3:10])([CH3:9])[O:7][B:6]([C:11]2[CH:12]=[N:13][NH:14][CH:15]=2)[O:5]1.Cl.Cl[CH2:19][C:20]1[CH:25]=[CH:24][CH:23]=[CH:22][N:21]=1.O, predict the reaction product. The product is: [CH3:3][C:4]1([CH3:16])[C:8]([CH3:9])([CH3:10])[O:7][B:6]([C:11]2[CH:15]=[N:14][N:13]([CH2:19][C:20]3[CH:25]=[CH:24][CH:23]=[CH:22][N:21]=3)[CH:12]=2)[O:5]1. (2) The product is: [F:23][C:13]1[C:12]([CH2:11][C:10]2[C:4]3[C:5](=[N:6][CH:7]=[C:2]([C:26]4[CH:25]=[N:24][CH:29]=[CH:28][CH:27]=4)[CH:3]=3)[NH:8][CH:9]=2)=[C:21]([F:22])[CH:20]=[CH:19][C:14]=1[O:15][CH2:16][CH2:17][OH:18]. Given the reactants Br[C:2]1[CH:3]=[C:4]2[C:10]([CH2:11][C:12]3[C:13]([F:23])=[C:14]([CH:19]=[CH:20][C:21]=3[F:22])[O:15][CH2:16][CH2:17][OH:18])=[CH:9][NH:8][C:5]2=[N:6][CH:7]=1.[N:24]1[CH:29]=[CH:28][CH:27]=[C:26](B(O)O)[CH:25]=1.C(=O)([O-])[O-].[K+].[K+].O, predict the reaction product. (3) Given the reactants [CH:1]1([CH2:4][O:5][C:6]2[CH:11]=[CH:10][C:9]([CH3:12])=[CH:8][C:7]=2[C:13]2[C:14]3[NH:21][CH:20]=[C:19]([C:22]([OH:24])=O)[C:15]=3[N:16]=[CH:17][N:18]=2)[CH2:3][CH2:2]1.[C:25]([O:29][C:30](=[O:39])[NH:31][C@H:32]1[CH2:37][CH2:36][C@H:35]([NH2:38])[CH2:34][CH2:33]1)([CH3:28])([CH3:27])[CH3:26], predict the reaction product. The product is: [C:25]([O:29][C:30](=[O:39])[NH:31][C@H:32]1[CH2:33][CH2:34][C@H:35]([NH:38][C:22]([C:19]2[C:15]3[N:16]=[CH:17][N:18]=[C:13]([C:7]4[CH:8]=[C:9]([CH3:12])[CH:10]=[CH:11][C:6]=4[O:5][CH2:4][CH:1]4[CH2:2][CH2:3]4)[C:14]=3[NH:21][CH:20]=2)=[O:24])[CH2:36][CH2:37]1)([CH3:28])([CH3:26])[CH3:27].